This data is from CYP3A4 inhibition data for predicting drug metabolism from PubChem BioAssay. The task is: Regression/Classification. Given a drug SMILES string, predict its absorption, distribution, metabolism, or excretion properties. Task type varies by dataset: regression for continuous measurements (e.g., permeability, clearance, half-life) or binary classification for categorical outcomes (e.g., BBB penetration, CYP inhibition). Dataset: cyp3a4_veith. (1) The compound is CCOC(=O)C(/C(N)=N/C(=O)Nc1ccccc1)=C(\C)O. The result is 0 (non-inhibitor). (2) The compound is O=P1(NCCCl)OCCCN1CCCl. The result is 0 (non-inhibitor).